Dataset: Reaction yield outcomes from USPTO patents with 853,638 reactions. Task: Predict the reaction yield, written as a fraction of the theoretical maximum amount of product (1.0 means a 100% yield; for example, 0.34 means a 34% yield). (1) The reactants are [N:1]1([C:7]2[O:8][C:9]3[C:17]([C:18]4[C:23]5[O:24][C:25]6[CH:30]=[CH:29][CH:28]=[CH:27][C:26]=6[C:22]=5[C:21]([N+:31]([O-])=O)=[CH:20][CH:19]=4)=[CH:16][CH:15]=[CH:14][C:10]=3[C:11](=[O:13])[CH:12]=2)[CH2:6][CH2:5][O:4][CH2:3][CH2:2]1. The catalyst is C(O)(=O)C.[OH-].N.[Zn]. The product is [NH2:31][C:21]1[C:22]2[C:26]3[CH:27]=[CH:28][CH:29]=[CH:30][C:25]=3[O:24][C:23]=2[C:18]([C:17]2[C:9]3[O:8][C:7]([N:1]4[CH2:6][CH2:5][O:4][CH2:3][CH2:2]4)=[CH:12][C:11](=[O:13])[C:10]=3[CH:14]=[CH:15][CH:16]=2)=[CH:19][CH:20]=1. The yield is 0.750. (2) The reactants are [Si](OCCS[C@H:12]1[C@@H:17]([CH3:18])[CH2:16][C@@H:15]([C:19]2[CH:24]=[CH:23][N:22]=[CH:21][C:20]=2[NH:25][C:26](=[O:42])[C:27]2[CH:32]=[CH:31][C:30]([F:33])=[C:29]([C:34]3[C:39]([F:40])=[CH:38][CH:37]=[CH:36][C:35]=3[F:41])[N:28]=2)[CH2:14][C@H:13]1[NH:43]C(=O)OC(C)(C)C)(C(C)(C)C)(C)C.O[O:52][S:53]([O-:55])=O.[K+].[C:57](O)([C:59](F)(F)F)=[O:58].C(Cl)Cl. The catalyst is C1COCC1.O.CCOC(C)=O. The product is [NH2:43][C@H:13]1[C@@H:12]([S:53]([CH2:59][CH2:57][OH:58])(=[O:55])=[O:52])[C@@H:17]([CH3:18])[CH2:16][C@@H:15]([C:19]2[CH:24]=[CH:23][N:22]=[CH:21][C:20]=2[NH:25][C:26](=[O:42])[C:27]2[CH:32]=[CH:31][C:30]([F:33])=[C:29]([C:34]3[C:35]([F:41])=[CH:36][CH:37]=[CH:38][C:39]=3[F:40])[N:28]=2)[CH2:14]1. The yield is 0.440. (3) The reactants are [C:1]([C:5]1[N:6]=[C:7]([CH:10](O)[CH2:11][C:12]2[CH:17]=[CH:16][N:15]=[C:14]([NH:18][C:19](=[O:25])[O:20][C:21]([CH3:24])([CH3:23])[CH3:22])[CH:13]=2)[S:8][CH:9]=1)([CH3:4])([CH3:3])[CH3:2].C(N(CC)CC)C.CS(Cl)(=O)=O.N12CCCN=C1CCCCC2. The catalyst is O1CCCC1. The product is [C:1]([C:5]1[N:6]=[C:7](/[CH:10]=[CH:11]/[C:12]2[CH:17]=[CH:16][N:15]=[C:14]([NH:18][C:19](=[O:25])[O:20][C:21]([CH3:24])([CH3:23])[CH3:22])[CH:13]=2)[S:8][CH:9]=1)([CH3:4])([CH3:2])[CH3:3]. The yield is 0.720. (4) The reactants are [C:1]([O:5][C:6]([NH:8][C:9]([CH3:14])([CH3:13])[C:10]([OH:12])=[O:11])=[O:7])([CH3:4])([CH3:3])[CH3:2].O[N:16]1[C:20]2[CH:21]=[CH:22][CH:23]=[CH:24][C:19]=2[N:18]=[N:17]1.Cl.C(N=C=NCCCN(C)C)C. The catalyst is CN(C)C(=O)CC[C@H](NC(C1C=CC(NCC2N=C3C(N=C(NC3=O)N)=NC=2)=CC=1)=O)C(O)=O. The product is [C:1]([O:5][C:6]([NH:8][C:9]([CH3:14])([CH3:13])[C:10]([O:12][N:16]1[C:20]2[CH:21]=[CH:22][CH:23]=[CH:24][C:19]=2[N:18]=[N:17]1)=[O:11])=[O:7])([CH3:4])([CH3:2])[CH3:3]. The yield is 0.919. (5) The reactants are C([O:4][C@@H:5]1[C@@H:10]([O:11]C(=O)C)[C@H:9]([O:15]C(=O)C)[C@@H:8]([S:19][CH3:20])[O:7][C@H:6]1[C:21]1[CH:26]=[CH:25][C:24]([Cl:27])=[C:23]([CH2:28][C:29]2[CH:38]=[CH:37][C:32]3[O:33][CH2:34][CH2:35][O:36][C:31]=3[CH:30]=2)[CH:22]=1)(=O)C.C[O-].[Na+]. The catalyst is CO. The product is [Cl:27][C:24]1[CH:25]=[CH:26][C:21]([C@H:6]2[C@H:5]([OH:4])[C@@H:10]([OH:11])[C@H:9]([OH:15])[C@@H:8]([S:19][CH3:20])[O:7]2)=[CH:22][C:23]=1[CH2:28][C:29]1[CH:38]=[CH:37][C:32]2[O:33][CH2:34][CH2:35][O:36][C:31]=2[CH:30]=1. The yield is 0.740. (6) The reactants are [CH3:1][C:2]1[O:6][N:5]=[C:4]([C:7]2[CH:12]=[CH:11][CH:10]=[CH:9][CH:8]=2)[C:3]=1[CH2:13][O:14][C:15]1[N:20]=[CH:19][C:18]([C:21]([NH:23][CH:24]2[CH2:29][CH2:28][CH2:27][N:26]([CH2:30][C:31]([OH:33])=O)[CH2:25]2)=[O:22])=[CH:17][CH:16]=1.[F:34][C:35]([F:39])([F:38])[CH2:36][NH2:37]. No catalyst specified. The product is [CH3:1][C:2]1[O:6][N:5]=[C:4]([C:7]2[CH:12]=[CH:11][CH:10]=[CH:9][CH:8]=2)[C:3]=1[CH2:13][O:14][C:15]1[CH:16]=[CH:17][C:18]([C:21]([NH:23][CH:24]2[CH2:29][CH2:28][CH2:27][N:26]([CH2:30][C:31](=[O:33])[NH:37][CH2:36][C:35]([F:39])([F:38])[F:34])[CH2:25]2)=[O:22])=[CH:19][N:20]=1. The yield is 0.620. (7) The reactants are [F:1][C:2]1[CH:3]=[C:4]2[C:8](=[CH:9][CH:10]=1)[NH:7][C:6]([CH3:11])=[C:5]2[CH2:12][CH2:13][C:14]([O:16][CH3:17])=[O:15].CC([O-])(C)C.[Na+].[Cl:24][C:25]1[CH:33]=[CH:32][C:28]([C:29](Cl)=[O:30])=[CH:27][CH:26]=1.[NH4+].[Cl-]. The catalyst is C1COCC1. The product is [Cl:24][C:25]1[CH:33]=[CH:32][C:28]([C:29]([N:7]2[C:8]3[C:4](=[CH:3][C:2]([F:1])=[CH:10][CH:9]=3)[C:5]([CH2:12][CH2:13][C:14]([O:16][CH3:17])=[O:15])=[C:6]2[CH3:11])=[O:30])=[CH:27][CH:26]=1. The yield is 0.490. (8) The reactants are C(Cl)(=O)C(Cl)=O.CS(C)=O.[I:11][C:12]1[C:16]([CH2:17][OH:18])=[CH:15][N:14]([CH:19]2[CH2:24][CH2:23][CH2:22][CH2:21][O:20]2)[N:13]=1.C(N(CC)CC)C. The catalyst is ClCCl. The product is [I:11][C:12]1[C:16]([CH:17]=[O:18])=[CH:15][N:14]([CH:19]2[CH2:24][CH2:23][CH2:22][CH2:21][O:20]2)[N:13]=1. The yield is 0.900.